Predict the reactants needed to synthesize the given product. From a dataset of Full USPTO retrosynthesis dataset with 1.9M reactions from patents (1976-2016). (1) Given the product [CH3:16][C:14]1([CH3:17])[CH2:13][NH:12][C:11](=[O:27])[C@@H:10]([C@@H:2]([OH:1])[C:3]([O:5][C:6]([CH3:9])([CH3:8])[CH3:7])=[O:4])[O:15]1, predict the reactants needed to synthesize it. The reactants are: [OH:1][C@H:2]([C@H:10]1[O:15][C:14]([CH3:17])([CH3:16])[CH2:13][N:12](CC2C=CC(OC)=CC=2)[C:11]1=[O:27])[C:3]([O:5][C:6]([CH3:9])([CH3:8])[CH3:7])=[O:4]. (2) Given the product [CH:13]1([CH2:12][N:6]2[CH:5]=[C:4]([N+:1]([O-:3])=[O:2])[CH:8]=[N:7]2)[CH2:15][CH2:14]1, predict the reactants needed to synthesize it. The reactants are: [N+:1]([C:4]1[CH:5]=[N:6][NH:7][CH:8]=1)([O-:3])=[O:2].[H-].[Na+].Br[CH2:12][CH:13]1[CH2:15][CH2:14]1. (3) The reactants are: [CH3:1][C:2]([CH3:26])([O:4][C:5]([NH:7][C:8]1[N:13]=[C:12]([C:14]2[CH:15]=[CH:16][C:17]3[N:18]([CH:20]=[C:21]([C:23](O)=[O:24])[N:22]=3)[CH:19]=2)[CH:11]=[CH:10][CH:9]=1)=[O:6])[CH3:3].[S:27]1[CH:31]=[CH:30][N:29]=[C:28]1[NH2:32]. Given the product [CH3:26][C:2]([CH3:3])([O:4][C:5]([NH:7][C:8]1[N:13]=[C:12]([C:14]2[CH:15]=[CH:16][C:17]3[N:18]([CH:20]=[C:21]([C:23]([NH:32][C:28]4[S:27][CH:31]=[CH:30][N:29]=4)=[O:24])[N:22]=3)[CH:19]=2)[CH:11]=[CH:10][CH:9]=1)=[O:6])[CH3:1], predict the reactants needed to synthesize it. (4) Given the product [CH3:38][N:39]([CH2:22][C:24]1[S:28][CH:27]=[C:26]([C:2]2[CH:3]=[C:4]3[C:8](=[C:9]([C:11]([NH2:13])=[O:12])[CH:10]=2)[NH:7][CH:6]=[C:5]3[CH2:14][CH:15]2[CH2:19][CH2:18][S:17](=[O:21])(=[O:20])[CH2:16]2)[CH:25]=1)[CH3:40], predict the reactants needed to synthesize it. The reactants are: Br[C:2]1[CH:3]=[C:4]2[C:8](=[C:9]([C:11]([NH2:13])=[O:12])[CH:10]=1)[NH:7][CH:6]=[C:5]2[CH2:14][CH:15]1[CH2:19][CH2:18][S:17](=[O:21])(=[O:20])[CH2:16]1.[CH:22]([C:24]1[S:28][CH:27]=[C:26](B(O)O)[CH:25]=1)=O.C(=O)([O-])[O-].[K+].[K+].[CH3:38][NH:39][CH3:40].C1COCC1.[BH-](OC(C)=O)(OC(C)=O)OC(C)=O.[Na+]. (5) Given the product [C:36]([O:35][C:33](=[O:34])[NH:2][CH2:1][C:22]1[CH:23]=[C:24]2[C:28]([CH3:29])=[C:27]([CH3:30])[NH:26][C:25]2=[C:20]([N:11]2[CH2:10][CH2:19][C:18]3[C:13](=[CH:14][CH:15]=[CH:16][CH:17]=3)[CH2:12]2)[N:21]=1)([CH3:39])([CH3:38])[CH3:37], predict the reactants needed to synthesize it. The reactants are: [CH3:1][N:2](C1C=CC=CN=1)C.[CH2:10]1[C:19]2[C:14](=[CH:15][CH:16]=[CH:17][CH:18]=2)[CH2:13][CH2:12][N:11]1[C:20]1[N:21]=[C:22](NC)[CH:23]=[C:24]2[C:28]([CH3:29])=[C:27]([CH3:30])[NH:26][C:25]=12.[C:33](O[C:33]([O:35][C:36]([CH3:39])([CH3:38])[CH3:37])=[O:34])([O:35][C:36]([CH3:39])([CH3:38])[CH3:37])=[O:34]. (6) Given the product [C:1]([O:5][C:6](=[O:28])[NH:7][C:8]1[C@:9]([CH3:27])([C:23]([F:26])([F:25])[F:24])[O:10][CH2:11][C@:12]([C:15]2[CH:20]=[C:19]([NH:21][C:37]([C:34]3[C:33]([CH3:40])=[CH:32][C:31]([C:29]#[N:30])=[CH:36][N:35]=3)=[O:38])[CH:18]=[CH:17][C:16]=2[F:22])([CH3:14])[N:13]=1)([CH3:2])([CH3:3])[CH3:4], predict the reactants needed to synthesize it. The reactants are: [C:1]([O:5][C:6](=[O:28])[NH:7][C:8]1[C@:9]([CH3:27])([C:23]([F:26])([F:25])[F:24])[O:10][CH2:11][C@:12]([C:15]2[CH:20]=[C:19]([NH2:21])[CH:18]=[CH:17][C:16]=2[F:22])([CH3:14])[N:13]=1)([CH3:4])([CH3:3])[CH3:2].[C:29]([C:31]1[CH:32]=[C:33]([CH3:40])[C:34]([C:37](O)=[O:38])=[N:35][CH:36]=1)#[N:30].CCN=C=NCCCN(C)C.Cl.C1C=NC2N(O)N=NC=2C=1.CCN(C(C)C)C(C)C. (7) Given the product [F:23][C:20]([F:21])([F:22])[C:12]1[CH:11]=[C:10]([NH:9][C:7](=[O:8])[C:6]2[CH:24]=[C:2]([NH:1][C:33]([NH:32][C:26]3[CH:31]=[CH:30][CH:29]=[CH:28][CH:27]=3)=[S:34])[CH:3]=[CH:4][C:5]=2[OH:25])[CH:15]=[C:14]([C:16]([F:17])([F:18])[F:19])[CH:13]=1, predict the reactants needed to synthesize it. The reactants are: [NH2:1][C:2]1[CH:3]=[CH:4][C:5]([OH:25])=[C:6]([CH:24]=1)[C:7]([NH:9][C:10]1[CH:15]=[C:14]([C:16]([F:19])([F:18])[F:17])[CH:13]=[C:12]([C:20]([F:23])([F:22])[F:21])[CH:11]=1)=[O:8].[C:26]1([N:32]=[C:33]=[S:34])[CH:31]=[CH:30][CH:29]=[CH:28][CH:27]=1. (8) The reactants are: [Br:1]Br.[CH2:3]([C@@H:5]1[CH2:10][CH2:9][C@H:8]([O:11][C:12]2[CH:21]=[C:20]3[C:15]([CH:16]=[C:17]([CH3:22])[N:18]=[CH:19]3)=[CH:14][CH:13]=2)[CH2:7][CH2:6]1)[CH3:4]. Given the product [Br:1][C:21]1[C:12]([O:11][C@H:8]2[CH2:7][CH2:6][C@@H:5]([CH2:3][CH3:4])[CH2:10][CH2:9]2)=[CH:13][CH:14]=[C:15]2[C:20]=1[CH:19]=[N:18][C:17]([CH3:22])=[CH:16]2, predict the reactants needed to synthesize it. (9) Given the product [CH3:8][C:6]1[CH:7]=[C:2]([N:11]([CH2:12][CH2:13][OH:14])[CH3:10])[CH:3]=[C:4]([CH3:9])[N:5]=1, predict the reactants needed to synthesize it. The reactants are: Cl[C:2]1[CH:7]=[C:6]([CH3:8])[N:5]=[C:4]([CH3:9])[CH:3]=1.[CH3:10][NH:11][CH2:12][CH2:13][OH:14].